Dataset: Catalyst prediction with 721,799 reactions and 888 catalyst types from USPTO. Task: Predict which catalyst facilitates the given reaction. (1) The catalyst class is: 41. Reactant: [F:1][C:2]([F:23])([F:22])[C:3]1[CH:17]=[C:16]([C:18]([F:21])([F:20])[F:19])[CH:15]=[CH:14][C:4]=1[CH2:5][N:6]1[CH2:11][CH2:10][CH:9]([CH:12]=O)[CH2:8][CH2:7]1.[OH:24][C@@H:25]1[CH2:29][O:28][CH2:27][C@H:26]1[NH:30][C:31]1[CH2:35][S:34][C:33](=[O:36])[N:32]=1.C([O-])(=O)C.[NH2+]1CCCCC1. Product: [F:23][C:2]([F:1])([F:22])[C:3]1[CH:17]=[C:16]([C:18]([F:21])([F:20])[F:19])[CH:15]=[CH:14][C:4]=1[CH2:5][N:6]1[CH2:11][CH2:10][CH:9](/[CH:12]=[C:35]2/[C:31]([NH:30][C@H:26]3[C@H:25]([OH:24])[CH2:29][O:28][CH2:27]3)=[N:32][C:33](=[O:36])[S:34]/2)[CH2:8][CH2:7]1. (2) Reactant: [CH2:1]([O:3][C:4]([CH2:6][O:7][C:8]1[C:9]([C:14]([NH2:16])=O)=[N:10][CH:11]=[CH:12][CH:13]=1)=[O:5])[CH3:2].C(N(CC)CC)C.FC(F)(F)C(OC(=O)C(F)(F)F)=O.O. Product: [C:14]([C:9]1[C:8]([O:7][CH2:6][C:4]([O:3][CH2:1][CH3:2])=[O:5])=[CH:13][CH:12]=[CH:11][N:10]=1)#[N:16]. The catalyst class is: 2. (3) Reactant: [CH3:1][C:2]([N+:15]([O-:17])=[O:16])([CH2:9][CH2:10][C:11]([O:13]C)=[O:12])[CH2:3][CH2:4][C:5]([O:7]C)=[O:6].[OH-].[Na+].Cl. Product: [CH3:1][C:2]([N+:15]([O-:17])=[O:16])([CH2:3][CH2:4][C:5]([OH:7])=[O:6])[CH2:9][CH2:10][C:11]([OH:13])=[O:12]. The catalyst class is: 5. (4) Reactant: [CH:1]([C:3]([CH2:5][CH3:6])=[O:4])=[CH2:2].[CH3:7][C:8](/[CH:10]=[CH:11]/C)=[CH2:9].Cl(O)(=O)(=O)=O.[CH2:18]([C@@H]1N[C@H](C2OC(C)=CC=2)N(C)C1=O)C1C=CC=CC=1. Product: [CH3:18][C@H:2]1[CH:7]=[C:8]([CH3:9])[CH2:10][CH2:11][C@H:1]1[C:3](=[O:4])[CH2:5][CH3:6]. The catalyst class is: 8. (5) Reactant: C([O:8][C:9](=[O:41])[CH2:10][C:11]1([C:16]([NH:18][CH2:19][CH:20]([CH2:28][C:29]2[CH:34]=[CH:33][C:32]([C:35]3[CH:40]=[CH:39][CH:38]=[CH:37][N:36]=3)=[CH:31][CH:30]=2)[C:21]([O:23]C(C)(C)C)=[O:22])=[O:17])[CH2:15][CH2:14][CH2:13][CH2:12]1)C1C=CC=CC=1. Product: [C:9]([CH2:10][C:11]1([C:16]([NH:18][CH2:19][CH:20]([CH2:28][C:29]2[CH:30]=[CH:31][C:32]([C:35]3[CH:40]=[CH:39][CH:38]=[CH:37][N:36]=3)=[CH:33][CH:34]=2)[C:21]([OH:23])=[O:22])=[O:17])[CH2:15][CH2:14][CH2:13][CH2:12]1)([OH:41])=[O:8]. The catalyst class is: 99.